Task: Predict the reactants needed to synthesize the given product.. Dataset: Full USPTO retrosynthesis dataset with 1.9M reactions from patents (1976-2016) The reactants are: [CH2:1]([OH:5])[CH2:2][CH:3]=[CH2:4].C(N(CC)CC)C.[OH-].[Na+].[CH2:15](Br)[C:16]1[CH:21]=[CH:20][CH:19]=[CH:18][CH:17]=1. Given the product [CH2:1]([O:5][CH2:15][C:16]1[CH:21]=[CH:20][CH:19]=[CH:18][CH:17]=1)[CH2:2][CH:3]=[CH2:4], predict the reactants needed to synthesize it.